Dataset: Full USPTO retrosynthesis dataset with 1.9M reactions from patents (1976-2016). Task: Predict the reactants needed to synthesize the given product. (1) Given the product [CH3:1][O:3][C:4]([C:6]1[C:7]2[S:10][C:11]([C:13]3[CH:18]=[CH:17][C:16]([O:19][CH3:20])=[CH:15][C:14]=3[CH3:21])=[CH:12][C:8]=2[CH:9]=[CH:22][CH:23]=1)=[O:5], predict the reactants needed to synthesize it. The reactants are: [CH2:1]([O:3][C:4]([C:6]1[CH:23]=[CH:22][C:9]2[S:10][C:11]([C:13]3[CH:18]=[CH:17][C:16]([O:19][CH3:20])=[CH:15][C:14]=3[CH3:21])=[CH:12][C:8]=2[CH:7]=1)=[O:5])C.COC(C1C2SC=CC=2C=CC=1)=O. (2) Given the product [Br:1][CH2:25][C:26]([C:10]1[CH:15]=[CH:14][C:13]([CH:16]=[O:20])=[CH:12][C:11]=1[F:23])=[O:27], predict the reactants needed to synthesize it. The reactants are: [Br:1]N1C(=O)CCC1=O.Br[C:10]1[CH:15]=[CH:14][C:13]([CH:16]([O:20]CC)OCC)=[CH:12][C:11]=1[F:23].C1C[O:27][CH2:26][CH2:25]1.O. (3) The reactants are: [O:1]1[C:6]2[CH:7]=[CH:8][CH:9]=[C:10]([N:11]([CH2:15][CH2:16][OH:17])[CH2:12][CH2:13][OH:14])[C:5]=2[O:4][CH2:3][CH2:2]1.C(N(CC)CC)C.[S:25](Cl)([CH3:28])(=[O:27])=[O:26]. Given the product [O:1]1[C:6]2[CH:7]=[CH:8][CH:9]=[C:10]([N:11]([CH2:15][CH2:16][O:17][S:25]([CH3:28])(=[O:27])=[O:26])[CH2:12][CH2:13][O:14][S:25]([CH3:28])(=[O:27])=[O:26])[C:5]=2[O:4][CH2:3][CH2:2]1, predict the reactants needed to synthesize it. (4) Given the product [CH3:19][C:10]1[CH:11]=[CH:12][C:13]2[C:8](=[C:7]3[C:16](=[CH:15][CH:14]=2)[CH:17]=[CH:18][C:5]([CH3:1])=[N:6]3)[N:9]=1, predict the reactants needed to synthesize it. The reactants are: [CH:1]([C:5]1[CH:18]=[CH:17][C:16]2[C:7](=[C:8]3[C:13](=[CH:14][CH:15]=2)[CH:12]=[CH:11][C:10]([CH:19](CC)C)=[N:9]3)[N:6]=1)(CC)C.N1C2C(=CC=C3C=2N=CC=C3)C=CC=1.C[Li].